From a dataset of Peptide-MHC class I binding affinity with 185,985 pairs from IEDB/IMGT. Regression. Given a peptide amino acid sequence and an MHC pseudo amino acid sequence, predict their binding affinity value. This is MHC class I binding data. (1) The peptide sequence is AIIDYIAYM. The MHC is HLA-B08:02 with pseudo-sequence HLA-B08:02. The binding affinity (normalized) is 0.0847. (2) The binding affinity (normalized) is 0.0847. The peptide sequence is DYDQRDYGF. The MHC is HLA-B40:01 with pseudo-sequence HLA-B40:01. (3) The peptide sequence is QYESGSMDRT. The MHC is H-2-Kd with pseudo-sequence H-2-Kd. The binding affinity (normalized) is 0. (4) The peptide sequence is TIEGRKVMLY. The MHC is HLA-B15:01 with pseudo-sequence HLA-B15:01. The binding affinity (normalized) is 0.372. (5) The peptide sequence is RVCEKMALY. The MHC is HLA-A03:01 with pseudo-sequence HLA-A03:01. The binding affinity (normalized) is 0.628. (6) The peptide sequence is RNMSRIFPY. The MHC is HLA-A25:01 with pseudo-sequence HLA-A25:01. The binding affinity (normalized) is 0.0847. (7) The peptide sequence is KIIAVFDSK. The MHC is HLA-A11:01 with pseudo-sequence HLA-A11:01. The binding affinity (normalized) is 0.824.